This data is from Full USPTO retrosynthesis dataset with 1.9M reactions from patents (1976-2016). The task is: Predict the reactants needed to synthesize the given product. (1) Given the product [F:34][C:2]([F:1])([F:33])[C:3]1[CH:4]=[C:5]([C@H:13]2[O:17][C:16](=[O:18])[N:15]([CH2:19][C:20]3[CH:27]=[C:26]([C:28]([F:29])([F:30])[F:31])[CH:25]=[CH:24][C:21]=3[CH:22]([OH:23])[CH2:35][CH3:36])[C@H:14]2[CH3:32])[CH:6]=[C:7]([C:9]([F:11])([F:10])[F:12])[CH:8]=1, predict the reactants needed to synthesize it. The reactants are: [F:1][C:2]([F:34])([F:33])[C:3]1[CH:4]=[C:5]([C@H:13]2[O:17][C:16](=[O:18])[N:15]([CH2:19][C:20]3[CH:27]=[C:26]([C:28]([F:31])([F:30])[F:29])[CH:25]=[CH:24][C:21]=3[CH:22]=[O:23])[C@H:14]2[CH3:32])[CH:6]=[C:7]([C:9]([F:12])([F:11])[F:10])[CH:8]=1.[CH3:35][CH2:36][Mg+].[Br-]. (2) Given the product [C:16]1([S:22]([NH:5][C:4]2[CH:3]=[C:2]([I:1])[CH:8]=[CH:7][CH:6]=2)(=[O:24])=[O:23])[CH:21]=[CH:20][CH:19]=[CH:18][CH:17]=1, predict the reactants needed to synthesize it. The reactants are: [I:1][C:2]1[CH:3]=[C:4]([CH:6]=[CH:7][CH:8]=1)[NH2:5].CCN(CC)CC.[C:16]1([S:22](Cl)(=[O:24])=[O:23])[CH:21]=[CH:20][CH:19]=[CH:18][CH:17]=1.C([O-])(O)=O.[Na+]. (3) Given the product [F:1][C:2]1[CH:3]=[C:4]([CH:15]=[CH:16][CH:17]=1)[CH2:5][O:6][C:7]1[CH:8]=[CH:9][C:10]([CH:13]=[O:14])=[N:11][CH:12]=1, predict the reactants needed to synthesize it. The reactants are: [F:1][C:2]1[CH:3]=[C:4]([CH:15]=[CH:16][CH:17]=1)[CH2:5][O:6][C:7]1[CH:8]=[CH:9][C:10]([CH2:13][OH:14])=[N:11][CH:12]=1. (4) Given the product [CH3:20][C:13]1[NH:21][C:13]([CH3:20])=[C:14]([C:15]([O:17][CH2:18][CH3:19])=[O:16])[CH:7]([C:6]2[CH:9]=[CH:10][CH:11]=[C:4]([N+:1]([O-:3])=[O:2])[CH:5]=2)[C:14]=1[C:15]([O:17][CH2:18][CH3:19])=[O:16], predict the reactants needed to synthesize it. The reactants are: [N+:1]([C:4]1[CH:5]=[C:6]([CH:9]=[CH:10][CH:11]=1)[CH:7]=O)([O-:3])=[O:2].O=[C:13]([CH3:20])[CH2:14][C:15]([O:17][CH2:18][CH3:19])=[O:16].[NH3:21]. (5) Given the product [C:2]([C:4]1[CH:29]=[CH:28][C:7](/[CH:8]=[CH:36]\[C:38]2[CH:61]=[CH:60][C:41]3[C:42]([CH2:45][CH2:46][CH:47]4[CH2:52][CH2:51][N:50]([C:53]([O:55][C:56]([CH3:59])([CH3:57])[CH3:58])=[O:54])[CH2:49][CH2:48]4)=[N:43][O:44][C:40]=3[C:39]=2[CH2:62][O:63][CH:64]2[CH2:69][CH2:68][CH2:67][CH2:66][O:65]2)=[CH:6][CH:5]=1)#[N:3], predict the reactants needed to synthesize it. The reactants are: [Cl-].[C:2]([C:4]1[CH:29]=[CH:28][C:7]([CH2:8][P+](C2C=CC=CC=2)(C2C=CC=CC=2)C2C=CC=CC=2)=[CH:6][CH:5]=1)#[N:3].CC(C)([O-])C.[K+].[CH:36]([C:38]1[CH:61]=[CH:60][C:41]2[C:42]([CH2:45][CH2:46][CH:47]3[CH2:52][CH2:51][N:50]([C:53]([O:55][C:56]([CH3:59])([CH3:58])[CH3:57])=[O:54])[CH2:49][CH2:48]3)=[N:43][O:44][C:40]=2[C:39]=1[CH2:62][O:63][CH:64]1[CH2:69][CH2:68][CH2:67][CH2:66][O:65]1)=O.[Cl-].[NH4+]. (6) Given the product [CH2:13]([O:10][C:11]1[CH2:12][N:18]([C:22]([O:24][C:25]([CH3:28])([CH3:27])[CH3:26])=[O:23])[CH2:17][CH2:16][N:21]=1)[CH3:14], predict the reactants needed to synthesize it. The reactants are: F[P-](F)(F)(F)(F)F.C([O+:10]([CH2:13][CH3:14])[CH2:11][CH3:12])C.O=[C:16]1[NH:21]CC[N:18]([C:22]([O:24][C:25]([CH3:28])([CH3:27])[CH3:26])=[O:23])[CH2:17]1.